Regression. Given two drug SMILES strings and cell line genomic features, predict the synergy score measuring deviation from expected non-interaction effect. From a dataset of NCI-60 drug combinations with 297,098 pairs across 59 cell lines. (1) Drug 1: C1CCN(CC1)CCOC2=CC=C(C=C2)C(=O)C3=C(SC4=C3C=CC(=C4)O)C5=CC=C(C=C5)O. Drug 2: CC=C1C(=O)NC(C(=O)OC2CC(=O)NC(C(=O)NC(CSSCCC=C2)C(=O)N1)C(C)C)C(C)C. Cell line: OVCAR3. Synergy scores: CSS=47.2, Synergy_ZIP=3.81, Synergy_Bliss=0.0515, Synergy_Loewe=-57.0, Synergy_HSA=-2.42. (2) Drug 1: CN1CCC(CC1)COC2=C(C=C3C(=C2)N=CN=C3NC4=C(C=C(C=C4)Br)F)OC. Cell line: SF-539. Drug 2: CC1=C(N=C(N=C1N)C(CC(=O)N)NCC(C(=O)N)N)C(=O)NC(C(C2=CN=CN2)OC3C(C(C(C(O3)CO)O)O)OC4C(C(C(C(O4)CO)O)OC(=O)N)O)C(=O)NC(C)C(C(C)C(=O)NC(C(C)O)C(=O)NCCC5=NC(=CS5)C6=NC(=CS6)C(=O)NCCC[S+](C)C)O. Synergy scores: CSS=0.130, Synergy_ZIP=-5.83, Synergy_Bliss=-11.2, Synergy_Loewe=-16.9, Synergy_HSA=-10.0. (3) Drug 1: C(=O)(N)NO. Drug 2: CN(CC1=CN=C2C(=N1)C(=NC(=N2)N)N)C3=CC=C(C=C3)C(=O)NC(CCC(=O)O)C(=O)O. Cell line: U251. Synergy scores: CSS=42.4, Synergy_ZIP=1.39, Synergy_Bliss=4.01, Synergy_Loewe=-50.9, Synergy_HSA=2.68. (4) Drug 1: CC1C(C(=O)NC(C(=O)N2CCCC2C(=O)N(CC(=O)N(C(C(=O)O1)C(C)C)C)C)C(C)C)NC(=O)C3=C4C(=C(C=C3)C)OC5=C(C(=O)C(=C(C5=N4)C(=O)NC6C(OC(=O)C(N(C(=O)CN(C(=O)C7CCCN7C(=O)C(NC6=O)C(C)C)C)C)C(C)C)C)N)C. Drug 2: CC12CCC3C(C1CCC2OP(=O)(O)O)CCC4=C3C=CC(=C4)OC(=O)N(CCCl)CCCl.[Na+]. Cell line: NCI-H460. Synergy scores: CSS=79.1, Synergy_ZIP=25.7, Synergy_Bliss=26.1, Synergy_Loewe=-6.76, Synergy_HSA=23.0. (5) Drug 1: CC(C1=C(C=CC(=C1Cl)F)Cl)OC2=C(N=CC(=C2)C3=CN(N=C3)C4CCNCC4)N. Drug 2: CCC1=C2CN3C(=CC4=C(C3=O)COC(=O)C4(CC)O)C2=NC5=C1C=C(C=C5)O. Cell line: SR. Synergy scores: CSS=89.4, Synergy_ZIP=3.06, Synergy_Bliss=2.89, Synergy_Loewe=0.202, Synergy_HSA=4.09.